Predict the reaction yield, written as a fraction of the theoretical maximum amount of product (1.0 means a 100% yield; for example, 0.34 means a 34% yield). From a dataset of Reaction yield outcomes from USPTO patents with 853,638 reactions. (1) The reactants are [CH3:1][C:2]([O:4][C@H:5]1[C:14]2[C@@:15]3([CH3:30])[C@@H:26]([CH2:27][O:28][CH3:29])[O:25][C:23](=[O:24])[C:17]4=[CH:18][O:19][C:20]([C:21](=[O:22])[C:13]=2[C@@H:8]2[CH2:9][CH2:10][C:11](=[O:12])[C@@:7]2([CH3:31])[CH2:6]1)=[C:16]34)=[O:3].B. The catalyst is O1CCCC1. The product is [CH3:1][C:2]([O:4][C@H:5]1[C:14]2[C@@:15]3([CH3:30])[C@@H:26]([CH2:27][O:28][CH3:29])[O:25][C:23](=[O:24])[C:17]4=[CH:18][O:19][C:20]([C:21](=[O:22])[C:13]=2[C@@H:8]2[CH2:9][CH2:10][C@H:11]([OH:12])[C@@:7]2([CH3:31])[CH2:6]1)=[C:16]34)=[O:3]. The yield is 0.900. (2) The reactants are [CH3:1][N:2]1[CH2:7][CH2:6][N:5]([C:8]2[CH:13]=[CH:12][C:11]([N+:14]([O-])=O)=[CH:10][C:9]=2[CH3:17])[CH2:4][CH2:3]1. The catalyst is CO.[Pd]. The product is [CH3:1][N:2]1[CH2:3][CH2:4][N:5]([C:8]2[CH:13]=[CH:12][C:11]([NH2:14])=[CH:10][C:9]=2[CH3:17])[CH2:6][CH2:7]1. The yield is 0.860. (3) The reactants are [C:1]([CH2:9][C:10]([C:12]([F:15])([F:14])[F:13])=O)(=O)[C:2]1[CH:7]=[CH:6][CH:5]=[CH:4][CH:3]=1.Cl.[NH2:17][OH:18].[OH-:19].[Na+]. No catalyst specified. The product is [C:2]1([C:1]2[CH2:9][C:10]([OH:19])([C:12]([F:13])([F:14])[F:15])[O:18][N:17]=2)[CH:7]=[CH:6][CH:5]=[CH:4][CH:3]=1. The yield is 0.910. (4) The yield is 0.630. The catalyst is [Cl-].C([N+](CC)(CC)CC)C1C=CC=CC=1.ClCCCl.O. The reactants are [N+:1]([C:4]1[CH:9]=[CH:8][CH:7]=[C:6]([C:10]([C:12]2[CH:17]=[CH:16][CH:15]=[CH:14][CH:13]=2)=[CH2:11])[CH:5]=1)([O-:3])=[O:2].[CH:18]([Br:21])(Br)[Br:19].[OH-].[Na+]. The product is [Br:19][C:18]1([Br:21])[CH2:11][C:10]1([C:6]1[CH:7]=[CH:8][CH:9]=[C:4]([N+:1]([O-:3])=[O:2])[CH:5]=1)[C:12]1[CH:13]=[CH:14][CH:15]=[CH:16][CH:17]=1. (5) The reactants are ClC(O[C:6](=[O:12])OC(Cl)(Cl)Cl)(Cl)Cl.[NH2:13][C:14]1[CH:15]=[CH:16][CH:17]=[C:18]2[C:22]=1[CH:21]1[CH2:23][CH2:24][CH2:25][CH2:26][N:20]1[C:19]2=[O:27].[NH2:28][C:29]1[CH:33]=[CH:32][N:31]([C:34]([OH:36])=[O:35])[N:30]=1.[N-]=C=O.N1C=[CH:44][CH:43]=[CH:42][CH:41]=1. The catalyst is C(Cl)Cl.O.CCN(CC)CC. The product is [CH2:41]([O:35][C:34]([N:31]1[CH:32]=[CH:33][C:29]([NH:28][C:6]([NH:13][C:14]2[CH:15]=[CH:16][CH:17]=[C:18]3[C:22]=2[CH:21]2[CH2:23][CH2:24][CH2:25][CH2:26][N:20]2[C:19]3=[O:27])=[O:12])=[N:30]1)=[O:36])[CH2:42][CH2:43][CH3:44]. The yield is 0.560.